This data is from NCI-60 drug combinations with 297,098 pairs across 59 cell lines. The task is: Regression. Given two drug SMILES strings and cell line genomic features, predict the synergy score measuring deviation from expected non-interaction effect. (1) Drug 1: CNC(=O)C1=CC=CC=C1SC2=CC3=C(C=C2)C(=NN3)C=CC4=CC=CC=N4. Drug 2: CN(CC1=CN=C2C(=N1)C(=NC(=N2)N)N)C3=CC=C(C=C3)C(=O)NC(CCC(=O)O)C(=O)O. Cell line: MALME-3M. Synergy scores: CSS=4.21, Synergy_ZIP=-1.19, Synergy_Bliss=2.15, Synergy_Loewe=-0.763, Synergy_HSA=-0.463. (2) Drug 2: CCC1(CC2CC(C3=C(CCN(C2)C1)C4=CC=CC=C4N3)(C5=C(C=C6C(=C5)C78CCN9C7C(C=CC9)(C(C(C8N6C=O)(C(=O)OC)O)OC(=O)C)CC)OC)C(=O)OC)O.OS(=O)(=O)O. Drug 1: C1=C(C(=O)NC(=O)N1)N(CCCl)CCCl. Synergy scores: CSS=40.7, Synergy_ZIP=-3.49, Synergy_Bliss=0.878, Synergy_Loewe=3.83, Synergy_HSA=5.54. Cell line: RXF 393. (3) Drug 1: CCCCC(=O)OCC(=O)C1(CC(C2=C(C1)C(=C3C(=C2O)C(=O)C4=C(C3=O)C=CC=C4OC)O)OC5CC(C(C(O5)C)O)NC(=O)C(F)(F)F)O. Drug 2: C1=CC=C(C=C1)NC(=O)CCCCCCC(=O)NO. Cell line: NCI/ADR-RES. Synergy scores: CSS=55.1, Synergy_ZIP=-4.50, Synergy_Bliss=-6.92, Synergy_Loewe=-19.6, Synergy_HSA=-5.88. (4) Cell line: SF-268. Synergy scores: CSS=27.0, Synergy_ZIP=-5.75, Synergy_Bliss=-0.914, Synergy_Loewe=-5.65, Synergy_HSA=-1.88. Drug 1: C1=NC2=C(N=C(N=C2N1C3C(C(C(O3)CO)O)F)Cl)N. Drug 2: CC1=C(C(=O)C2=C(C1=O)N3CC4C(C3(C2COC(=O)N)OC)N4)N.